This data is from Forward reaction prediction with 1.9M reactions from USPTO patents (1976-2016). The task is: Predict the product of the given reaction. (1) Given the reactants [CH3:1][O:2][C:3]1[CH:10]=[C:9]([O:11][CH3:12])[CH:8]=[CH:7][C:4]=1[CH2:5][NH2:6].[CH:13](OCC)=[O:14], predict the reaction product. The product is: [CH3:1][O:2][C:3]1[CH:10]=[C:9]([O:11][CH3:12])[CH:8]=[CH:7][C:4]=1[CH2:5][NH:6][CH:13]=[O:14]. (2) Given the reactants [C:1]12([OH:12])[CH2:10][CH:5]3[CH2:6][CH:7]([CH2:9][C:3]([OH:11])([CH2:4]3)[CH2:2]1)[CH2:8]2.[F:13][C:14]([F:21])([F:20])[C:15](=[CH2:19])[C:16](O)=[O:17].COC1C=CC(O)=CC=1.S(=O)(=O)(O)O, predict the reaction product. The product is: [F:13][C:14]([F:21])([F:20])[C:15](=[CH2:19])[C:16]([O:12][C:1]12[CH2:10][CH:5]3[CH2:6][CH:7]([CH2:9][C:3]([OH:11])([CH2:4]3)[CH2:2]1)[CH2:8]2)=[O:17]. (3) Given the reactants [CH2:1]([N:3]1[CH2:8][CH2:7][N:6]([C:9]2[CH:14]=[CH:13][C:12]([N+:15]([O-])=O)=[C:11]([F:18])[CH:10]=2)[CH2:5][CH2:4]1)[CH3:2], predict the reaction product. The product is: [CH2:1]([N:3]1[CH2:4][CH2:5][N:6]([C:9]2[CH:14]=[CH:13][C:12]([NH2:15])=[C:11]([F:18])[CH:10]=2)[CH2:7][CH2:8]1)[CH3:2]. (4) Given the reactants C(C1C=C(SCOC[C@@H]([NH:17][C:18](=[O:44])[C@H:19]([CH2:36][C:37]2[CH:42]=[CH:41][CH:40]=[C:39](C)[CH:38]=2)[NH:20][C:21](=[O:35])[CH:22]([C:29]2[CH:34]=[CH:33][CH:32]=[CH:31][CH:30]=2)[C:23]2[CH:28]=[CH:27][CH:26]=[CH:25][CH:24]=2)C#N)C=CC=1)(O)=O.S([O-])(O[O-])(=O)=O.[K+].[K+].OS([O-])(=O)=O.[Na+], predict the reaction product. The product is: [C:29]1([CH:22]([C:23]2[CH:28]=[CH:27][CH:26]=[CH:25][CH:24]=2)[C:21]([NH:20][C@H:19]([C:18]([NH2:17])=[O:44])[CH2:36][C:37]2[CH:38]=[CH:39][CH:40]=[CH:41][CH:42]=2)=[O:35])[CH:30]=[CH:31][CH:32]=[CH:33][CH:34]=1.